Dataset: NCI-60 drug combinations with 297,098 pairs across 59 cell lines. Task: Regression. Given two drug SMILES strings and cell line genomic features, predict the synergy score measuring deviation from expected non-interaction effect. (1) Drug 1: COC1=NC(=NC2=C1N=CN2C3C(C(C(O3)CO)O)O)N. Drug 2: CC1C(C(CC(O1)OC2CC(CC3=C2C(=C4C(=C3O)C(=O)C5=C(C4=O)C(=CC=C5)OC)O)(C(=O)CO)O)N)O.Cl. Cell line: OVCAR-8. Synergy scores: CSS=27.0, Synergy_ZIP=-4.05, Synergy_Bliss=-2.46, Synergy_Loewe=-18.5, Synergy_HSA=-1.26. (2) Drug 1: C1=NC(=NC(=O)N1C2C(C(C(O2)CO)O)O)N. Drug 2: CNC(=O)C1=NC=CC(=C1)OC2=CC=C(C=C2)NC(=O)NC3=CC(=C(C=C3)Cl)C(F)(F)F. Cell line: PC-3. Synergy scores: CSS=22.2, Synergy_ZIP=-6.38, Synergy_Bliss=-1.46, Synergy_Loewe=-35.5, Synergy_HSA=-0.927. (3) Drug 1: CC1=C2C(C(=O)C3(C(CC4C(C3C(C(C2(C)C)(CC1OC(=O)C(C(C5=CC=CC=C5)NC(=O)OC(C)(C)C)O)O)OC(=O)C6=CC=CC=C6)(CO4)OC(=O)C)OC)C)OC. Drug 2: C1=NC2=C(N=C(N=C2N1C3C(C(C(O3)CO)O)O)F)N. Cell line: MCF7. Synergy scores: CSS=50.3, Synergy_ZIP=13.5, Synergy_Bliss=14.4, Synergy_Loewe=-10.8, Synergy_HSA=13.3. (4) Drug 1: C1CC(=O)NC(=O)C1N2CC3=C(C2=O)C=CC=C3N. Drug 2: CC1=C(C(CCC1)(C)C)C=CC(=CC=CC(=CC(=O)O)C)C. Cell line: SN12C. Synergy scores: CSS=9.37, Synergy_ZIP=-5.67, Synergy_Bliss=-2.90, Synergy_Loewe=0.774, Synergy_HSA=2.49. (5) Drug 1: CNC(=O)C1=NC=CC(=C1)OC2=CC=C(C=C2)NC(=O)NC3=CC(=C(C=C3)Cl)C(F)(F)F. Drug 2: CCN(CC)CCCC(C)NC1=C2C=C(C=CC2=NC3=C1C=CC(=C3)Cl)OC. Cell line: CAKI-1. Synergy scores: CSS=-1.18, Synergy_ZIP=5.26, Synergy_Bliss=4.63, Synergy_Loewe=-24.0, Synergy_HSA=-11.9. (6) Drug 1: CNC(=O)C1=CC=CC=C1SC2=CC3=C(C=C2)C(=NN3)C=CC4=CC=CC=N4. Drug 2: C#CCC(CC1=CN=C2C(=N1)C(=NC(=N2)N)N)C3=CC=C(C=C3)C(=O)NC(CCC(=O)O)C(=O)O. Cell line: RPMI-8226. Synergy scores: CSS=-7.25, Synergy_ZIP=3.06, Synergy_Bliss=-2.28, Synergy_Loewe=-3.44, Synergy_HSA=-7.24.